Task: Predict which catalyst facilitates the given reaction.. Dataset: Catalyst prediction with 721,799 reactions and 888 catalyst types from USPTO (1) Reactant: [F:1][C:2]([F:20])([C:6]1[CH:11]=[CH:10][C:9]([O:12][CH:13]([CH3:15])[CH3:14])=[CH:8][C:7]=1[C:16]([F:19])([F:18])[F:17])[C:3]([OH:5])=O.O=P(Cl)(Cl)Cl.Cl.[NH2:27][CH2:28][C:29]1[CH:30]=[C:31]2[C:35](=[CH:36][CH:37]=1)[C:34](=[O:38])[N:33]([CH:39]1[CH2:44][CH2:43][C:42](=[O:45])[NH:41][C:40]1=[O:46])[CH2:32]2.C(=O)(O)[O-].[Na+]. Product: [O:46]=[C:40]1[CH:39]([N:33]2[CH2:32][C:31]3[C:35](=[CH:36][CH:37]=[C:29]([CH2:28][NH:27][C:3](=[O:5])[C:2]([F:1])([F:20])[C:6]4[CH:11]=[CH:10][C:9]([O:12][CH:13]([CH3:15])[CH3:14])=[CH:8][C:7]=4[C:16]([F:19])([F:18])[F:17])[CH:30]=3)[C:34]2=[O:38])[CH2:44][CH2:43][C:42](=[O:45])[NH:41]1. The catalyst class is: 17. (2) Reactant: [C:1]1([S-:7])[CH:6]=[CH:5][CH:4]=[CH:3][CH:2]=1.[Na+].Cl[C:10]1[CH:15]=[CH:14][C:13]([CH3:16])=[CH:12][C:11]=1[N+:17]([O-:19])=[O:18]. Product: [CH3:16][C:13]1[CH:14]=[CH:15][C:10]([S:7][C:1]2[CH:6]=[CH:5][CH:4]=[CH:3][CH:2]=2)=[C:11]([N+:17]([O-:19])=[O:18])[CH:12]=1. The catalyst class is: 85. (3) Reactant: [F:1][CH:2]([F:33])[C:3]1[N:7]([C:8]2[N:13]=[C:12]([N:14]3[CH2:19][CH2:18][O:17][CH2:16][CH2:15]3)[N:11]=[C:10]([O:20][CH:21]3[CH2:26][CH2:25][NH:24][CH2:23][CH2:22]3)[N:9]=2)[C:6]2[CH:27]=[CH:28][CH:29]=[C:30]([O:31][CH3:32])[C:5]=2[N:4]=1.CCN(C(C)C)C(C)C.Cl[CH2:44][CH2:45][S:46](Cl)(=[O:48])=[O:47]. Product: [F:33][CH:2]([F:1])[C:3]1[N:7]([C:8]2[N:13]=[C:12]([N:14]3[CH2:15][CH2:16][O:17][CH2:18][CH2:19]3)[N:11]=[C:10]([O:20][CH:21]3[CH2:26][CH2:25][N:24]([S:46]([CH:45]=[CH2:44])(=[O:48])=[O:47])[CH2:23][CH2:22]3)[N:9]=2)[C:6]2[CH:27]=[CH:28][CH:29]=[C:30]([O:31][CH3:32])[C:5]=2[N:4]=1. The catalyst class is: 34. (4) Reactant: [C:1]([C:3]1[NH:4][C:5]2[C:10]([CH:11]=1)=[CH:9][CH:8]=[CH:7][C:6]=2[NH:12][S:13]([C:16]1[S:17][CH:18]=[CH:19][CH:20]=1)(=[O:15])=[O:14])#[N:2].N[CH2:22][CH2:23][SH:24].C(O)C. Product: [S:24]1[CH2:23][CH2:22][N:2]=[C:1]1[C:3]1[NH:4][C:5]2[C:10]([CH:11]=1)=[CH:9][CH:8]=[CH:7][C:6]=2[NH:12][S:13]([C:16]1[S:17][CH:18]=[CH:19][CH:20]=1)(=[O:14])=[O:15]. The catalyst class is: 6. (5) Reactant: C([O:3][C:4]([C:6]1[C:7](=[O:18])[NH:8][N:9]=[C:10]([C:12]2[CH:17]=[CH:16][N:15]=[CH:14][CH:13]=2)[CH:11]=1)=O)C.O.[NH2:20][NH2:21]. Product: [O:18]=[C:7]1[C:6]([C:4]([NH:20][NH2:21])=[O:3])=[CH:11][C:10]([C:12]2[CH:17]=[CH:16][N:15]=[CH:14][CH:13]=2)=[N:9][NH:8]1. The catalyst class is: 8. (6) Reactant: [O:1]=[C:2]1[N:6]([CH2:7][C:8]([O:10]C(C)(C)C)=[O:9])[C:5]2[CH:15]=[CH:16][CH:17]=[CH:18][C:4]=2[NH:3]1.F[C:20](F)(F)[C:21](O)=O. Product: [O:1]=[C:2]1[N:6]([CH:7]([C:21]2[CH:20]=[CH:15][CH:5]=[CH:4][CH:18]=2)[C:8]([OH:10])=[O:9])[C:5]2[CH:15]=[CH:16][CH:17]=[CH:18][C:4]=2[NH:3]1. The catalyst class is: 4. (7) Reactant: [C:1](Cl)([C:14]1[CH:19]=[CH:18][CH:17]=[CH:16][CH:15]=1)([C:8]1[CH:13]=[CH:12][CH:11]=[CH:10][CH:9]=1)[C:2]1[CH:7]=[CH:6][CH:5]=[CH:4][CH:3]=1.[C:21]1([C:27]2[N:28]=[N:29][NH:30][N:31]=2)[CH:26]=[CH:25][CH:24]=[CH:23][CH:22]=1.C(N(CC)CC)C.C([Li])CCC.[B:44](OC(C)C)([O:49]C(C)C)[O:45]C(C)C. Product: [B:44]([C:26]1[CH:25]=[CH:24][CH:23]=[CH:22][C:21]=1[C:27]1[N:28]=[N:29][N:30]([C:1]([C:14]2[CH:19]=[CH:18][CH:17]=[CH:16][CH:15]=2)([C:8]2[CH:13]=[CH:12][CH:11]=[CH:10][CH:9]=2)[C:2]2[CH:7]=[CH:6][CH:5]=[CH:4][CH:3]=2)[N:31]=1)([OH:49])[OH:45]. The catalyst class is: 7.